This data is from Full USPTO retrosynthesis dataset with 1.9M reactions from patents (1976-2016). The task is: Predict the reactants needed to synthesize the given product. (1) Given the product [N:25]1[CH:30]=[CH:29][CH:28]=[C:27]([C:8]2[O:9][C:10]3[CH2:11][N:12]([C:17]4[CH:18]=[C:19]([CH:22]=[CH:23][CH:24]=4)[C:20]#[N:21])[CH2:13][CH2:14][C:15]=3[N:16]=2)[CH:26]=1.[N:25]1[CH:30]=[CH:29][CH:28]=[C:27]([C:31]2[O:32][C:33]3[CH2:34][N:35]([C:40]([O:42][CH2:43][C:44]4[CH:49]=[CH:48][CH:47]=[CH:46][CH:45]=4)=[O:41])[CH2:36][CH2:37][C:38]=3[N:39]=2)[CH:26]=1, predict the reactants needed to synthesize it. The reactants are: CC1C=CN=C([C:8]2[O:9][C:10]3[CH2:11][N:12]([C:17]4[CH:18]=[C:19]([CH:22]=[CH:23][CH:24]=4)[C:20]#[N:21])[CH2:13][CH2:14][C:15]=3[N:16]=2)C=1.[N:25]1[CH:30]=[CH:29][CH:28]=[C:27]([C:31]2[O:32][C:33]3[CH2:34][N:35]([C:40]([O:42][CH2:43][C:44]4[CH:49]=[CH:48][CH:47]=[CH:46][CH:45]=4)=[O:41])[CH2:36][CH2:37][C:38]=3[N:39]=2)[CH:26]=1.C(O)(=O)C1C=CC=NC=1. (2) Given the product [BrH:16].[CH2:1]([S:8][C:9]1[S:15][C:12]([CH2:13][Br:16])([Cl:14])[CH2:11][N:10]=1)[C:2]1[CH:7]=[CH:6][CH:5]=[CH:4][CH:3]=1.[BrH:16], predict the reactants needed to synthesize it. The reactants are: [CH2:1]([S:8][C:9](=[S:15])[NH:10][CH2:11][C:12]([Cl:14])=[CH2:13])[C:2]1[CH:7]=[CH:6][CH:5]=[CH:4][CH:3]=1.[Br:16]Br. (3) Given the product [F:1][C:2]1[CH:7]=[CH:6][C:5]([N:8]2[C:14](=[O:29])[C:12](=[CH:21][C:20]3[CH:23]=[CH:24][C:25]([OH:26])=[C:18]([O:17][CH2:15][CH3:16])[CH:19]=3)[NH:11][C:9]2=[O:10])=[CH:4][CH:3]=1, predict the reactants needed to synthesize it. The reactants are: [F:1][C:2]1[CH:7]=[CH:6][C:5]([N:8]2[CH2:14][C:12](=O)[NH:11][C:9]2=[O:10])=[CH:4][CH:3]=1.[CH2:15]([O:17][C:18]1[CH:19]=[C:20]([CH:23]=[CH:24][C:25]=1[OH:26])[CH:21]=O)[CH3:16].C([O-])(=[O:29])C.[NH4+].O.